Dataset: Peptide-MHC class II binding affinity with 134,281 pairs from IEDB. Task: Regression. Given a peptide amino acid sequence and an MHC pseudo amino acid sequence, predict their binding affinity value. This is MHC class II binding data. (1) The peptide sequence is SKGGMRNVFDEVIPT. The MHC is HLA-DQA10501-DQB10301 with pseudo-sequence HLA-DQA10501-DQB10301. The binding affinity (normalized) is 0.347. (2) The peptide sequence is MAVHQYTVALFLAVA. The MHC is HLA-DQA10501-DQB10201 with pseudo-sequence HLA-DQA10501-DQB10201. The binding affinity (normalized) is 0. (3) The peptide sequence is ISTNIRQAGVQYSRA. The MHC is DRB1_1501 with pseudo-sequence DRB1_1501. The binding affinity (normalized) is 0.623. (4) The peptide sequence is ELYKYKVVKIEPLGV. The MHC is DRB1_0401 with pseudo-sequence DRB1_0401. The binding affinity (normalized) is 0.682. (5) The peptide sequence is SSLGVDDVGTPELEL. The MHC is H-2-IAb with pseudo-sequence H-2-IAb. The binding affinity (normalized) is 0. (6) The peptide sequence is LVGPTPVNIIGRDLLTQIGC. The MHC is HLA-DQA10501-DQB10201 with pseudo-sequence HLA-DQA10501-DQB10201. The binding affinity (normalized) is 0.237. (7) The peptide sequence is TLWQRPFVTIKIGGQLKEAL. The MHC is DRB1_1201 with pseudo-sequence DRB1_1201. The binding affinity (normalized) is 0.415.